From a dataset of Full USPTO retrosynthesis dataset with 1.9M reactions from patents (1976-2016). Predict the reactants needed to synthesize the given product. (1) The reactants are: [Cl:1][C:2]1[CH:10]=[CH:9][C:8]2[NH:7][C:6]3[CH2:11][C:12]4([CH2:17][CH2:16]4)[N:13]([CH3:15])[CH2:14][C:5]=3[C:4]=2[CH:3]=1.[F:18][C:19]([F:29])([F:28])[C:20]1[CH:25]=[CH:24][C:23]([CH:26]=[CH2:27])=[CH:22][N:21]=1.[OH-].[K+]. Given the product [Cl:1][C:2]1[CH:10]=[CH:9][C:8]2[N:7]([CH2:27][CH2:26][C:23]3[CH:22]=[N:21][C:20]([C:19]([F:29])([F:18])[F:28])=[CH:25][CH:24]=3)[C:6]3[CH2:11][C:12]4([CH2:16][CH2:17]4)[N:13]([CH3:15])[CH2:14][C:5]=3[C:4]=2[CH:3]=1, predict the reactants needed to synthesize it. (2) The reactants are: [CH3:1][C:2]1([CH3:21])[C:6](=[O:7])[N:5]([C:8]2[CH:15]=[CH:14][C:11]([C:12]#[N:13])=[C:10]([C:16]([F:19])([F:18])[F:17])[CH:9]=2)[C:4](=[O:20])[NH:3]1.Br[CH2:23][C:24]1[CH:40]=[CH:39][CH:38]=[CH:37][C:25]=1[CH2:26][C:27]1[CH:36]=[CH:35][C:30]([C:31]([O:33][CH3:34])=[O:32])=[CH:29][CH:28]=1.C(=O)([O-])[O-].[Cs+].[Cs+].O. Given the product [C:12]([C:11]1[CH:14]=[CH:15][C:8]([N:5]2[C:6](=[O:7])[C:2]([CH3:21])([CH3:1])[N:3]([CH2:23][C:24]3[CH:40]=[CH:39][CH:38]=[CH:37][C:25]=3[CH2:26][C:27]3[CH:36]=[CH:35][C:30]([C:31]([O:33][CH3:34])=[O:32])=[CH:29][CH:28]=3)[C:4]2=[O:20])=[CH:9][C:10]=1[C:16]([F:19])([F:17])[F:18])#[N:13], predict the reactants needed to synthesize it.